This data is from Forward reaction prediction with 1.9M reactions from USPTO patents (1976-2016). The task is: Predict the product of the given reaction. (1) Given the reactants [CH3:1][O:2][C:3]1[CH:4]=[C:5]2[C:9](=[CH:10][CH:11]=1)/[C:8](=[CH:12]/[C:13]([O:15][CH3:16])=[O:14])/[CH2:7][CH2:6]2, predict the reaction product. The product is: [CH3:1][O:2][C:3]1[CH:4]=[C:5]2[C:9](=[CH:10][CH:11]=1)[CH:8]([CH2:12][C:13]([O:15][CH3:16])=[O:14])[CH2:7][CH2:6]2. (2) Given the reactants [F:1][C:2]1[CH:3]=[C:4]([NH:10][C:11]2[N:19]=[CH:18][CH:17]=[CH:16][C:12]=2[C:13]([OH:15])=O)[CH:5]=[C:6]([O:8][CH3:9])[CH:7]=1.[CH3:20][C:21]([NH2:25])([C:23]#[CH:24])[CH3:22].C1C=CC2N(O)N=NC=2C=1.CCN=C=NCCCN(C)C.CCN(C(C)C)C(C)C, predict the reaction product. The product is: [F:1][C:2]1[CH:3]=[C:4]([NH:10][C:11]2[N:19]=[CH:18][CH:17]=[CH:16][C:12]=2[C:13]([NH:25][C:21]([CH3:22])([C:23]#[CH:24])[CH3:20])=[O:15])[CH:5]=[C:6]([O:8][CH3:9])[CH:7]=1. (3) Given the reactants [CH:1]1([CH:4]([C:6]2[CH:11]=[CH:10][CH:9]=[CH:8][N:7]=2)[NH2:5])[CH2:3][CH2:2]1.[I:12][C:13]1[C:21]2[C:16](=[CH:17][CH:18]=[C:19]([C:22](N)=[O:23])[CH:20]=2)[NH:15][N:14]=1.CN(C(ON1N=NC2C=CC=CC1=2)=[N+](C)C)C.[B-](F)(F)(F)F.CCN(C(C)C)C(C)C, predict the reaction product. The product is: [CH:1]1([CH:4]([C:6]2[CH:11]=[CH:10][CH:9]=[CH:8][N:7]=2)[NH:5][C:22]([C:19]2[CH:20]=[C:21]3[C:16](=[CH:17][CH:18]=2)[NH:15][N:14]=[C:13]3[I:12])=[O:23])[CH2:2][CH2:3]1. (4) Given the reactants [N:1]1([C:6]2[CH:11]=[CH:10][C:9]([CH:12]([O:19][CH3:20])[C:13](N(OC)C)=[O:14])=[CH:8][CH:7]=2)[CH:5]=[CH:4][CH:3]=[N:2]1.[Br:21][C:22]1[C:27]([O:28][CH3:29])=[CH:26][C:25]([C:30]2[N:31]=[CH:32][O:33][CH:34]=2)=[CH:24][C:23]=1[O:35][CH3:36], predict the reaction product. The product is: [N:1]1([C:6]2[CH:7]=[CH:8][C:9]([CH:12]([O:19][CH3:20])[C:13]([C:32]3[O:33][CH:34]=[C:30]([C:25]4[CH:24]=[C:23]([O:35][CH3:36])[C:22]([Br:21])=[C:27]([O:28][CH3:29])[CH:26]=4)[N:31]=3)=[O:14])=[CH:10][CH:11]=2)[CH:5]=[CH:4][CH:3]=[N:2]1. (5) The product is: [C:28]([C:26]1[N:27]=[C:23]([N:21]2[CH2:22][CH:19]([OH:18])[CH2:20]2)[O:24][CH:25]=1)(=[O:30])[NH2:29]. Given the reactants [Si]([O:18][CH:19]1[CH2:22][N:21]([C:23]2[O:24][CH:25]=[C:26]([C:28](=[O:30])[NH2:29])[N:27]=2)[CH2:20]1)(C(C)(C)C)(C1C=CC=CC=1)C1C=CC=CC=1.[F-].C([N+](CCCC)(CCCC)CCCC)CCC, predict the reaction product. (6) Given the reactants [CH3:1][S:2]([NH:5][CH2:6][C:7]1[C:15]2[S:14](=[O:17])(=[O:16])[N:13]=[C:12]([CH2:18][C:19]([OH:21])=O)[NH:11][C:10]=2[S:9][CH:8]=1)(=[O:4])=[O:3].F[P-](F)(F)(F)(F)F.N1([O:38][C:39](N(C)C)=[N+](C)C)C2N=CC=CC=2N=N1.CN1CCOCC1.C(OC(=O)[CH2:57][CH:58]([NH:62][CH2:63][C:64]1[CH:69]=[CH:68][C:67]([F:70])=[CH:66][CH:65]=1)[CH2:59][CH2:60][CH3:61])C.[O-]CC.[Na+].C(O)C, predict the reaction product. The product is: [F:70][C:67]1[CH:66]=[CH:65][C:64]([CH2:63][N:62]2[CH:58]([CH2:59][CH2:60][CH3:61])[CH2:57][C:19]([OH:21])=[C:18]([C:12]3[NH:11][C:10]4[S:9][CH:8]=[C:7]([CH2:6][NH:5][S:2]([CH3:1])(=[O:3])=[O:4])[C:15]=4[S:14](=[O:16])(=[O:17])[N:13]=3)[C:39]2=[O:38])=[CH:69][CH:68]=1.